From a dataset of TCR-epitope binding with 47,182 pairs between 192 epitopes and 23,139 TCRs. Binary Classification. Given a T-cell receptor sequence (or CDR3 region) and an epitope sequence, predict whether binding occurs between them. (1) The epitope is ITEEVGHTDLMAAY. The TCR CDR3 sequence is CASSPNRGNTGELFF. Result: 1 (the TCR binds to the epitope). (2) The epitope is LLLGIGILV. The TCR CDR3 sequence is CASSESGSGRAETGELFF. Result: 1 (the TCR binds to the epitope). (3) The epitope is SEETGTLIV. The TCR CDR3 sequence is CASSQTQGSSYEQYF. Result: 1 (the TCR binds to the epitope). (4) The epitope is KMQRMLLEK. The TCR CDR3 sequence is CASSLVGAPRREQYF. Result: 0 (the TCR does not bind to the epitope). (5) The epitope is IVTDFSVIK. The TCR CDR3 sequence is CASSLQGYQETQYF. Result: 0 (the TCR does not bind to the epitope). (6) The TCR CDR3 sequence is CASSYGQGWGYTF. Result: 0 (the TCR does not bind to the epitope). The epitope is RTLNAWVKV. (7) The epitope is FLPRVFSAV. The TCR CDR3 sequence is CASSFGQGDTGELFF. Result: 1 (the TCR binds to the epitope). (8) The epitope is FLNGSCGSV. The TCR CDR3 sequence is CASSQDLGLPLHF. Result: 1 (the TCR binds to the epitope). (9) The epitope is KLMNIQQKL. The TCR CDR3 sequence is CASSHPLITGEGYNEQFF. Result: 0 (the TCR does not bind to the epitope).